Dataset: Full USPTO retrosynthesis dataset with 1.9M reactions from patents (1976-2016). Task: Predict the reactants needed to synthesize the given product. (1) Given the product [ClH:1].[CH3:13][C@@:8]([C:10]([OH:12])=[O:11])([CH2:7][SH:6])[NH2:9], predict the reactants needed to synthesize it. The reactants are: [ClH:1].C([S:6][CH2:7][C@@:8]([CH3:13])([C:10]([OH:12])=[O:11])[NH2:9])(C)(C)C. (2) Given the product [C:1]([O:5][C:6](=[O:22])[NH:7][C@H:8]([C:19]1[S:21][CH:24]=[C:25]([C:27]2[CH:32]=[CH:31][CH:30]=[CH:29][CH:28]=2)[N:20]=1)[CH2:9][C:10]1[CH:15]=[CH:14][C:13]([N+:16]([O-:18])=[O:17])=[CH:12][CH:11]=1)([CH3:4])([CH3:2])[CH3:3], predict the reactants needed to synthesize it. The reactants are: [C:1]([O:5][C:6](=[O:22])[NH:7][C@H:8]([C:19](=[S:21])[NH2:20])[CH2:9][C:10]1[CH:15]=[CH:14][C:13]([N+:16]([O-:18])=[O:17])=[CH:12][CH:11]=1)([CH3:4])([CH3:3])[CH3:2].Br[CH2:24][C:25]([C:27]1[CH:32]=[CH:31][CH:30]=[CH:29][CH:28]=1)=O.N1C=CC=CC=1.CC(OC(OC(OC(C)(C)C)=O)=O)(C)C. (3) Given the product [ClH:40].[ClH:40].[ClH:40].[ClH:40].[F:1][C:2]1[CH:3]=[CH:4][C:5]([CH:8]([N:31]2[CH2:32][CH2:33][N:34]([CH:37]([CH3:39])[CH3:38])[CH2:35][CH2:36]2)[CH2:9][N:10]2[CH2:15][CH2:14][N:13]([CH2:16][CH2:17][CH2:18][C:19]3[CH:24]=[CH:23][CH:22]=[CH:21][C:20]=3[C:25]3[CH:26]=[CH:27][CH:28]=[CH:29][CH:30]=3)[CH2:12][CH2:11]2)=[CH:6][CH:7]=1, predict the reactants needed to synthesize it. The reactants are: [F:1][C:2]1[CH:7]=[CH:6][C:5]([CH:8]([N:31]2[CH2:36][CH2:35][N:34]([CH:37]([CH3:39])[CH3:38])[CH2:33][CH2:32]2)[CH2:9][N:10]2[CH2:15][CH2:14][N:13]([CH2:16][CH2:17][CH2:18][C:19]3[CH:24]=[CH:23][CH:22]=[CH:21][C:20]=3[C:25]3[CH:30]=[CH:29][CH:28]=[CH:27][CH:26]=3)[CH2:12][CH2:11]2)=[CH:4][CH:3]=1.[ClH:40].O1CCOCC1. (4) Given the product [CH3:16][C:14]1[CH:13]=[CH:12][C:11]([N:17]2[N:18]=[CH:19][CH:20]=[N:21]2)=[C:10]([CH:15]=1)[C:9]([NH:8][C@H:4]1[CH2:5][CH2:6][CH2:7][C@@H:3]1[NH:2][C:24]1[CH:29]=[CH:28][C:27]([C:30]([F:33])([F:32])[F:31])=[CH:26][N:25]=1)=[O:22], predict the reactants needed to synthesize it. The reactants are: Cl.[NH2:2][C@H:3]1[CH2:7][CH2:6][CH2:5][C@@H:4]1[NH:8][C:9](=[O:22])[C:10]1[CH:15]=[C:14]([CH3:16])[CH:13]=[CH:12][C:11]=1[N:17]1[N:21]=[CH:20][CH:19]=[N:18]1.Cl[C:24]1[CH:29]=[CH:28][C:27]([C:30]([F:33])([F:32])[F:31])=[CH:26][N:25]=1.CCN(C(C)C)C(C)C. (5) The reactants are: [CH2:1]([O:8][C:9]([NH:11][C@@H:12]([CH2:32][C:33]1[CH:38]=[CH:37][C:36]([CH:39]2[S:43](=[O:45])(=[O:44])[NH:42][C:41](=[O:46])[CH2:40]2)=[C:35](Br)[CH:34]=1)[C:13]([NH:15][CH2:16][CH2:17][CH2:18][CH2:19][O:20][C:21]1[CH:30]=[CH:29][CH:28]=[C:27]([OH:31])[C:22]=1[C:23]([O:25][CH3:26])=[O:24])=[O:14])=[O:10])[C:2]1[CH:7]=[CH:6][CH:5]=[CH:4][CH:3]=1.[CH3:48][N:49](C=O)C. Given the product [CH2:1]([O:8][C:9]([NH:11][C@@H:12]([CH2:32][C:33]1[CH:38]=[CH:37][C:36]([CH:39]2[S:43](=[O:45])(=[O:44])[NH:42][C:41](=[O:46])[CH2:40]2)=[C:35]([C:48]#[N:49])[CH:34]=1)[C:13]([NH:15][CH2:16][CH2:17][CH2:18][CH2:19][O:20][C:21]1[CH:30]=[CH:29][CH:28]=[C:27]([OH:31])[C:22]=1[C:23]([O:25][CH3:26])=[O:24])=[O:14])=[O:10])[C:2]1[CH:7]=[CH:6][CH:5]=[CH:4][CH:3]=1, predict the reactants needed to synthesize it.